From a dataset of Reaction yield outcomes from USPTO patents with 853,638 reactions. Predict the reaction yield, written as a fraction of the theoretical maximum amount of product (1.0 means a 100% yield; for example, 0.34 means a 34% yield). (1) The reactants are [Na].[CH:2]([C:4]1[N:9]=[CH:8][C:7]([C:10]2[CH:19]=[C:18]3[C:13]([CH:14]=[C:15]([NH:20][C:21]([CH:23]4[CH2:25][CH2:24]4)=[O:22])[N:16]=[CH:17]3)=[CH:12][CH:11]=2)=[C:6]([CH3:26])[CH:5]=1)=[O:3]. The catalyst is O1CCCC1. The product is [OH:3][CH2:2][C:4]1[N:9]=[CH:8][C:7]([C:10]2[CH:19]=[C:18]3[C:13]([CH:14]=[C:15]([NH:20][C:21]([CH:23]4[CH2:25][CH2:24]4)=[O:22])[N:16]=[CH:17]3)=[CH:12][CH:11]=2)=[C:6]([CH3:26])[CH:5]=1. The yield is 0.600. (2) The reactants are Br[C:2]1[CH:3]=[N:4][C:5]([N:8]2[CH2:13][CH2:12][N:11]([C:14]([O:16][C:17]([CH3:20])([CH3:19])[CH3:18])=[O:15])[CH2:10][CH2:9]2)=[N:6][CH:7]=1.[F:21][C:22]1[CH:27]=[CH:26][C:25]([OH:28])=[CH:24][CH:23]=1.C([O-])([O-])=O.[Cs+].[Cs+]. The catalyst is N1C=CC=CC=1.C(OCC)(=O)C.[Cu]. The product is [F:21][C:22]1[CH:27]=[CH:26][C:25]([O:28][C:2]2[CH:3]=[N:4][C:5]([N:8]3[CH2:13][CH2:12][N:11]([C:14]([O:16][C:17]([CH3:20])([CH3:19])[CH3:18])=[O:15])[CH2:10][CH2:9]3)=[N:6][CH:7]=2)=[CH:24][CH:23]=1. The yield is 0.270. (3) The reactants are Br[C:2]1[CH:8]=[C:7]([F:9])[CH:6]=[C:5]([O:10][CH3:11])[C:3]=1[NH2:4].C([Sn](CCCC)(CCCC)[C:17]([O:19]CC)=[CH2:18])CCC.Cl. The catalyst is O1CCOCC1. The product is [NH2:4][C:3]1[C:5]([O:10][CH3:11])=[CH:6][C:7]([F:9])=[CH:8][C:2]=1[C:17](=[O:19])[CH3:18]. The yield is 0.700. (4) The reactants are [C:1]([O:5][C:6]([N:8]([CH2:13][C:14]1[CH:22]=[CH:21][C:17]([C:18]([OH:20])=[O:19])=[CH:16][C:15]=1[O:23][CH2:24][CH:25]1[CH2:27][CH2:26]1)[S:9]([CH3:12])(=[O:11])=[O:10])=[O:7])([CH3:4])([CH3:3])[CH3:2].C(Cl)CCl.[Cl:32][C:33]1[CH:34]=[N+:35]([O-:58])[CH:36]=[C:37]([Cl:57])[C:38]=1[CH2:39][C@@H:40]([C:42]1[CH:47]=[CH:46][C:45]([O:48][CH:49]([F:51])[F:50])=[C:44]([O:52][CH2:53][CH:54]2[CH2:56][CH2:55]2)[CH:43]=1)O. The catalyst is CN(C1C=CN=CC=1)C.C(Cl)Cl. The product is [C:1]([O:5][C:6]([N:8]([CH2:13][C:14]1[CH:22]=[CH:21][C:17]([C:18]([O:20][C@H:40]([C:42]2[CH:47]=[CH:46][C:45]([O:48][CH:49]([F:50])[F:51])=[C:44]([O:52][CH2:53][CH:54]3[CH2:55][CH2:56]3)[CH:43]=2)[CH2:39][C:38]2[C:37]([Cl:57])=[CH:36][N+:35]([O-:58])=[CH:34][C:33]=2[Cl:32])=[O:19])=[CH:16][C:15]=1[O:23][CH2:24][CH:25]1[CH2:26][CH2:27]1)[S:9]([CH3:12])(=[O:11])=[O:10])=[O:7])([CH3:4])([CH3:2])[CH3:3]. The yield is 0.521. (5) The yield is 0.970. The catalyst is CN(C=O)C.CCN(CC)CC. The reactants are [Br:1][C:2]1[CH:7]=[CH:6][C:5]([CH:8]([C:13]2[CH:18]=[CH:17][CH:16]=[CH:15][C:14]=2[CH3:19])[CH2:9][C:10](O)=[O:11])=[CH:4][CH:3]=1.CN([C:23]([O:27][N:28]1N=NC2C=CC=C[C:29]1=2)=[N+](C)C)C.[B-](F)(F)(F)F.Cl.CNOC.[NH4+].[Cl-]. The product is [Br:1][C:2]1[CH:7]=[CH:6][C:5]([CH:8]([C:13]2[CH:18]=[CH:17][CH:16]=[CH:15][C:14]=2[CH3:19])[CH2:9][C:10]([N:28]([O:27][CH3:23])[CH3:29])=[O:11])=[CH:4][CH:3]=1. (6) The reactants are [Cl:1][C:2]1[C:7]([Cl:8])=[CH:6][CH:5]=[CH:4][C:3]=1[C:9]1[CH:10]=[C:11]([CH2:15][CH2:16][NH2:17])[CH:12]=[N:13][CH:14]=1.[CH2:18]([S:20](Cl)(=[O:22])=[O:21])[CH3:19]. The catalyst is N1C=CC=CC=1.CCOC(C)=O.O. The product is [Cl:1][C:2]1[C:7]([Cl:8])=[CH:6][CH:5]=[CH:4][C:3]=1[C:9]1[CH:10]=[C:11]([CH2:15][CH2:16][NH:17][S:20]([CH2:18][CH3:19])(=[O:22])=[O:21])[CH:12]=[N:13][CH:14]=1. The yield is 0.170. (7) The catalyst is C(OCC)(=O)C. The reactants are [Cl-].O[NH3+:3].[C:4](=[O:7])([O-])[OH:5].[Na+].CS(C)=O.[OH:13][C:14]([CH3:54])([CH3:53])[C:15]([CH3:52])([CH3:51])[O:16][C:17]1[CH:22]=[CH:21][C:20]([N:23]2[C:28](=[O:29])[C:27]([CH2:30][C:31]3[CH:36]=[CH:35][C:34]([C:37]4[C:38]([C:43]#[N:44])=[CH:39][CH:40]=[CH:41][CH:42]=4)=[CH:33][CH:32]=3)=[C:26]([CH2:45][CH2:46][CH3:47])[N:25]3[N:48]=[CH:49][N:50]=[C:24]23)=[CH:19][CH:18]=1. The yield is 0.480. The product is [OH:13][C:14]([CH3:53])([CH3:54])[C:15]([CH3:52])([CH3:51])[O:16][C:17]1[CH:22]=[CH:21][C:20]([N:23]2[C:28](=[O:29])[C:27]([CH2:30][C:31]3[CH:36]=[CH:35][C:34]([C:37]4[CH:42]=[CH:41][CH:40]=[CH:39][C:38]=4[C:43]4[NH:3][C:4](=[O:7])[O:5][N:44]=4)=[CH:33][CH:32]=3)=[C:26]([CH2:45][CH2:46][CH3:47])[N:25]3[N:48]=[CH:49][N:50]=[C:24]23)=[CH:19][CH:18]=1.